Dataset: Full USPTO retrosynthesis dataset with 1.9M reactions from patents (1976-2016). Task: Predict the reactants needed to synthesize the given product. (1) Given the product [NH2:47][C:43]1[C:42]2[N:48]=[C:49]([CH2:55][CH2:56][CH2:57][CH3:58])[N:50]([CH2:51][CH:52]([CH3:53])[CH3:54])[C:41]=2[C:40]2[CH:39]=[CH:38][C:37](/[CH:3]=[CH:2]/[C:1]([O:5][CH3:6])=[O:4])=[CH:46][C:45]=2[N:44]=1, predict the reactants needed to synthesize it. The reactants are: [C:1]([O:5][CH3:6])(=[O:4])[CH:2]=[CH2:3].C(N(CC)CC)C.C1(C)C=CC=CC=1P(C1C=CC=CC=1C)C1C=CC=CC=1C.Br[C:37]1[CH:38]=[CH:39][C:40]2[C:41]3[N:50]([CH2:51][CH:52]([CH3:54])[CH3:53])[C:49]([CH2:55][CH2:56][CH2:57][CH3:58])=[N:48][C:42]=3[C:43]([NH2:47])=[N:44][C:45]=2[CH:46]=1. (2) Given the product [Cl:1][C:2]1[N:6]=[C:5]([C:7]2[CH:12]=[CH:11][CH:10]=[CH:9][CH:8]=2)[N:4]([CH3:13])[C:3]=1[C:14](=[O:15])[CH2:18][CH3:19], predict the reactants needed to synthesize it. The reactants are: [Cl:1][C:2]1[N:6]=[C:5]([C:7]2[CH:12]=[CH:11][CH:10]=[CH:9][CH:8]=2)[N:4]([CH3:13])[C:3]=1[CH:14]=[O:15].CO[C:18]1C=C(C)C=C[C:19]=1C(=O)CC. (3) The reactants are: B(F)(F)F.CCOCC.[CH:10]1([CH2:13][C@@H:14]2[O:22][CH2:21][C:17]3=[N:18][O:19][CH2:20][C@@H:16]3[CH2:15]2)[CH2:12][CH2:11]1.[F:23][C:24]1[CH:29]=[C:28]([F:30])[CH:27]=[CH:26][C:25]=1I.C([Li])CCC. Given the product [CH:10]1([CH2:13][C@@H:14]2[O:22][CH2:21][C@:17]3([C:27]4[CH:26]=[CH:25][C:24]([F:23])=[CH:29][C:28]=4[F:30])[NH:18][O:19][CH2:20][C@@H:16]3[CH2:15]2)[CH2:11][CH2:12]1, predict the reactants needed to synthesize it. (4) Given the product [CH3:1][O:2][C:3](/[C:5](/[NH:6][C:7](=[O:8])[O:9][CH2:10][C:11]1[CH:12]=[CH:13][CH:14]=[CH:15][CH:16]=1)=[CH:35]/[C:34]1[CH:37]=[C:38]([N+:43]([O-:45])=[O:44])[C:39]([N+:40]([O-:42])=[O:41])=[C:32]([CH3:31])[CH:33]=1)=[O:4], predict the reactants needed to synthesize it. The reactants are: [CH3:1][O:2][C:3]([CH:5](P(OC)(OC)=O)[NH:6][C:7]([O:9][CH2:10][C:11]1[CH:16]=[CH:15][CH:14]=[CH:13][CH:12]=1)=[O:8])=[O:4].CN(C)C(N(C)C)=N.[CH3:31][C:32]1[CH:33]=[C:34]([CH:37]=[C:38]([N+:43]([O-:45])=[O:44])[C:39]=1[N+:40]([O-:42])=[O:41])[CH:35]=O. (5) The reactants are: [CH2:1]([C:3]1[C:11]2[C:10](=[O:12])[CH2:9][C:8]([CH3:14])([CH3:13])[CH2:7][C:6]=2[N:5]([C:15]2[CH:22]=[C:21](F)[C:18]([C:19]#[N:20])=[C:17]([F:24])[CH:16]=2)[N:4]=1)[CH3:2].[NH2:25][CH:26]1[CH2:31][CH2:30][O:29][CH2:28][CH2:27]1. Given the product [CH2:1]([C:3]1[C:11]2[C:10](=[O:12])[CH2:9][C:8]([CH3:13])([CH3:14])[CH2:7][C:6]=2[N:5]([C:15]2[CH:22]=[C:21]([NH:25][CH:26]3[CH2:31][CH2:30][O:29][CH2:28][CH2:27]3)[C:18]([C:19]#[N:20])=[C:17]([F:24])[CH:16]=2)[N:4]=1)[CH3:2], predict the reactants needed to synthesize it.